This data is from Experimental lipophilicity measurements (octanol/water distribution) for 4,200 compounds from AstraZeneca. The task is: Regression/Classification. Given a drug SMILES string, predict its absorption, distribution, metabolism, or excretion properties. Task type varies by dataset: regression for continuous measurements (e.g., permeability, clearance, half-life) or binary classification for categorical outcomes (e.g., BBB penetration, CYP inhibition). For this dataset (lipophilicity_astrazeneca), we predict Y. The molecule is CS(=O)(=O)Cc1cc(N2CCOCC2)nc(-c2ccc(NS(C)(=O)=O)cc2)n1. The Y is 0.850 logD.